Dataset: Forward reaction prediction with 1.9M reactions from USPTO patents (1976-2016). Task: Predict the product of the given reaction. (1) Given the reactants [CH3:1][C:2]([CH3:16])([CH3:15])[C:3]#[C:4][C:5]1[CH:10]=[CH:9][CH:8]=[CH:7][C:6]=1[NH:11][C:12](=[O:14])[CH3:13].[H][H], predict the reaction product. The product is: [CH3:1][C:2]([CH3:16])([CH3:15])[CH2:3][CH2:4][C:5]1[CH:10]=[CH:9][CH:8]=[CH:7][C:6]=1[NH:11][C:12](=[O:14])[CH3:13]. (2) Given the reactants [C:1]([C:5]1[CH:33]=[CH:32][C:8]([C:9]([NH:11][C@@H:12]([CH2:16][C:17]2[CH:22]=[CH:21][C:20](B3OC(C)(C)C(C)(C)O3)=[CH:19][CH:18]=2)[C:13]([O-:15])=[O:14])=[O:10])=[CH:7][CH:6]=1)([CH3:4])([CH3:3])[CH3:2].[Br:34][C:35]1[CH:36]=[N:37][C:38](I)=[N:39][CH:40]=1, predict the reaction product. The product is: [Br:34][C:35]1[CH:36]=[N:37][C:38]([C:20]2[CH:19]=[CH:18][C:17]([CH2:16][C@H:12]([NH:11][C:9](=[O:10])[C:8]3[CH:32]=[CH:33][C:5]([C:1]([CH3:3])([CH3:2])[CH3:4])=[CH:6][CH:7]=3)[C:13]([O:15][C:1]([CH3:4])([CH3:3])[CH3:2])=[O:14])=[CH:22][CH:21]=2)=[N:39][CH:40]=1. (3) The product is: [CH3:1][C:2]1[CH:3]=[CH:4][C:5]([N+:10]([O-:12])=[O:11])=[C:6]([CH:9]=1)[CH2:7][NH:14][CH2:15][C:16]([O:18][CH2:19][CH3:20])=[O:17]. Given the reactants [CH3:1][C:2]1[CH:3]=[CH:4][C:5]([N+:10]([O-:12])=[O:11])=[C:6]([CH:9]=1)[CH2:7]Cl.Cl.[NH2:14][CH2:15][C:16]([O:18][CH2:19][CH3:20])=[O:17].C(=O)([O-])O.[Na+], predict the reaction product. (4) The product is: [Cl:1][C:2]1[CH:3]=[C:4]([CH:23]=[CH:24][C:25]=1[F:26])[CH2:5][N:6]1[CH2:15][CH2:14][C:13]2[C:8](=[C:9]([O:20][CH3:21])[C:10](=[O:19])[NH:11][C:12]=2[C:16]([N:33]([CH2:32][C@H:31]([O:35][CH:36]2[CH2:41][CH2:40][CH2:39][CH2:38][O:37]2)[C:28]([CH3:27])([CH3:43])[CH2:29][OH:30])[CH3:34])=[O:18])[C:7]1=[O:22]. Given the reactants [Cl:1][C:2]1[CH:3]=[C:4]([CH:23]=[CH:24][C:25]=1[F:26])[CH2:5][N:6]1[CH2:15][CH2:14][C:13]2[C:8](=[C:9]([O:20][CH3:21])[C:10](=[O:19])[NH:11][C:12]=2[C:16]([OH:18])=O)[C:7]1=[O:22].[CH3:27][CH:28]([C@@:31](C)([O:35][CH:36]1[CH2:41][CH2:40][CH2:39][CH2:38][O:37]1)[CH2:32][NH:33][CH3:34])[CH2:29][OH:30].[CH2:43](Cl)CCl.C1C=NC2N(O)N=NC=2C=1.CN1CCOCC1, predict the reaction product. (5) Given the reactants [CH2:1](Br)[CH:2]=[CH2:3].[CH:5]1[C:10]([OH:11])=[CH:9][C:8]2[O:12][C:13]([S:15][C:7]=2[CH:6]=1)=[O:14].C(=O)([O-])[O-].[K+].[K+], predict the reaction product. The product is: [CH2:1]([O:11][C:10]1[CH:5]=[CH:6][C:7]2[S:15][C:13](=[O:14])[O:12][C:8]=2[CH:9]=1)[CH:2]=[CH2:3]. (6) Given the reactants [N:1]1[CH:6]=[CH:5][C:4]([C:7]2[S:8][CH:9]=[C:10]([C:12]3[C:13](=[O:24])[NH:14][C:15]4[C:20]([CH:21]=3)=[CH:19][CH:18]=[C:17]([CH:22]=O)[CH:16]=4)[N:11]=2)=[CH:3][CH:2]=1.[CH3:25][CH:26]1[CH2:31][CH:30]([CH3:32])[CH2:29][NH:28][CH2:27]1, predict the reaction product. The product is: [CH3:25][CH:26]1[CH2:31][CH:30]([CH3:32])[CH2:29][N:28]([CH2:22][C:17]2[CH:16]=[C:15]3[C:20]([CH:21]=[C:12]([C:10]4[N:11]=[C:7]([C:4]5[CH:5]=[CH:6][N:1]=[CH:2][CH:3]=5)[S:8][CH:9]=4)[C:13](=[O:24])[NH:14]3)=[CH:19][CH:18]=2)[CH2:27]1.